Predict which catalyst facilitates the given reaction. From a dataset of Catalyst prediction with 721,799 reactions and 888 catalyst types from USPTO. (1) Reactant: Br[C:2]1[N:6]2[CH:7]=[CH:8][CH:9]=[CH:10][C:5]2=[C:4]([C:11]([O:13][CH2:14][CH3:15])=[O:12])[N:3]=1.[CH3:16][C:17]1(C)[C:21](C)(C)OB(C(C)=C)O1.[O-]P([O-])([O-])=O.[K+].[K+].[K+]. Product: [CH2:16]=[C:17]([C:2]1[N:6]2[CH:7]=[CH:8][CH:9]=[CH:10][C:5]2=[C:4]([C:11]([O:13][CH2:14][CH3:15])=[O:12])[N:3]=1)[CH3:21]. The catalyst class is: 117. (2) Reactant: O[C@H:2]([CH3:15])[C:3]([C:5]1[CH:14]=[CH:13][C:12]2[C:7](=[CH:8][CH:9]=[CH:10][CH:11]=2)[CH:6]=1)=[O:4].CN(C1C2C(N(C)C)=CC=CC=2C=CC=1)C.S(OS(C(F)(F)F)(=O)=O)(C(F)(F)F)(=O)=O.[NH2:47][C:48]([CH3:52])([CH3:51])[CH2:49][OH:50]. Product: [CH:6]1[C:7]2[C:12](=[CH:11][CH:10]=[CH:9][CH:8]=2)[CH:13]=[CH:14][C:5]=1[C@:3]1([OH:4])[O:50][CH2:49][C:48]([CH3:52])([CH3:51])[NH:47][C@H:2]1[CH3:15]. The catalyst class is: 10. (3) Reactant: Cl[C:2]1[N:7]=[C:6]([NH:8][C@H:9]([C:11]2[N:16]=[C:15]3[CH:17]=[CH:18][N:19]([CH3:20])[C:14]3=[CH:13][C:12]=2[C:21]2[N:25]([CH3:26])[N:24]=[CH:23][CH:22]=2)[CH3:10])[C:5]([C:27]#[N:28])=[CH:4][N:3]=1.[OH-].[NH4+:30]. Product: [NH2:30][C:2]1[N:7]=[C:6]([NH:8][C@H:9]([C:11]2[N:16]=[C:15]3[CH:17]=[CH:18][N:19]([CH3:20])[C:14]3=[CH:13][C:12]=2[C:21]2[N:25]([CH3:26])[N:24]=[CH:23][CH:22]=2)[CH3:10])[C:5]([C:27]#[N:28])=[CH:4][N:3]=1. The catalyst class is: 12. (4) Reactant: [CH3:1][O:2][C:3]1[CH:8]=[CH:7][C:6]([C@H:9]([N:11]2[CH2:15][C@H:14]([C:16](=[O:19])[CH2:17][CH3:18])[CH2:13][C:12]2=[O:20])[CH3:10])=[CH:5][CH:4]=1.[BH4-].[Na+]. Product: [OH:19][CH:16]([C@H:14]1[CH2:15][N:11]([C@@H:9]([C:6]2[CH:7]=[CH:8][C:3]([O:2][CH3:1])=[CH:4][CH:5]=2)[CH3:10])[C:12](=[O:20])[CH2:13]1)[CH2:17][CH3:18]. The catalyst class is: 8. (5) Reactant: F[C:2]1[CH:9]=[CH:8][C:5]([C:6]#[N:7])=[C:4]([Cl:10])[C:3]=1[CH2:11][CH3:12].[NH2:13][C@@H:14]([C:18]([OH:20])=[O:19])[C@H:15]([CH3:17])[OH:16].C(=O)([O-])[O-].[K+].[K+].O.C(O)(=O)CC(CC(O)=O)(C(O)=O)O. Product: [Cl:10][C:4]1[C:3]([CH2:11][CH3:12])=[C:2]([NH:13][C@H:14]([C@@H:15]([OH:16])[CH3:17])[C:18]([OH:20])=[O:19])[CH:9]=[CH:8][C:5]=1[C:6]#[N:7]. The catalyst class is: 374. (6) Reactant: Cl[C:2]1[C:7]([N+:8]([O-:10])=[O:9])=[CH:6][C:5]([CH3:11])=[CH:4][N:3]=1.[NH2:12][CH2:13][C@@H:14]1[CH2:18][CH2:17][N:16]([C:19]([O:21][C:22]([CH3:25])([CH3:24])[CH3:23])=[O:20])[CH2:15]1.C(N(CC)CC)C. Product: [CH3:11][C:5]1[CH:6]=[C:7]([N+:8]([O-:10])=[O:9])[C:2]([NH:12][CH2:13][C@@H:14]2[CH2:18][CH2:17][N:16]([C:19]([O:21][C:22]([CH3:25])([CH3:24])[CH3:23])=[O:20])[CH2:15]2)=[N:3][CH:4]=1. The catalyst class is: 148. (7) Reactant: Cl.[NH2:2][OH:3].C(N(CC)CC)C.[F:11][C:12]1[CH:17]=[CH:16][C:15]([N:18]2[C:22]([CH2:23][CH:24]([CH3:26])[CH3:25])=[CH:21][C:20]([CH:27]=O)=[N:19]2)=[CH:14][CH:13]=1.O. Product: [F:11][C:12]1[CH:17]=[CH:16][C:15]([N:18]2[C:22]([CH2:23][CH:24]([CH3:26])[CH3:25])=[CH:21][C:20]([CH2:27][NH:2][OH:3])=[N:19]2)=[CH:14][CH:13]=1. The catalyst class is: 4. (8) Reactant: CC(C)([O-])C.[K+].CS(C)=O.[F:11][C:12]([F:18])([CH:15]([F:17])[F:16])[CH2:13][OH:14].[Br:19][C:20]1[CH:25]=[C:24](F)[CH:23]=[C:22]([F:27])[CH:21]=1. Product: [Br:19][C:20]1[CH:25]=[C:24]([O:14][CH2:13][C:12]([F:18])([F:11])[CH:15]([F:17])[F:16])[CH:23]=[C:22]([F:27])[CH:21]=1. The catalyst class is: 6.